Dataset: Full USPTO retrosynthesis dataset with 1.9M reactions from patents (1976-2016). Task: Predict the reactants needed to synthesize the given product. (1) Given the product [C:20]1([N:18]2[CH:19]=[C:15]([CH:14]=[C:11]3[CH2:12][CH2:13][NH:8][CH2:9][CH2:10]3)[N:16]=[N:17]2)[CH:21]=[CH:22][CH:23]=[CH:24][CH:25]=1, predict the reactants needed to synthesize it. The reactants are: C(OC([N:8]1[CH2:13][CH2:12][C:11](=[CH:14][C:15]2[N:16]=[N:17][N:18]([C:20]3[CH:25]=[CH:24][CH:23]=[CH:22][CH:21]=3)[CH:19]=2)[CH2:10][CH2:9]1)=O)(C)(C)C.FC(F)(F)C(O)=O. (2) Given the product [Br:2][C:3]1[CH:13]=[C:51]([CH:6]=[CH:5][C:4]=1[F:14])[CH2:50][N:47]([CH:48]([CH3:49])[CH3:23])[C:20]([C:18]1[N:17]=[CH:16][NH:15][CH:19]=1)=[O:22], predict the reactants needed to synthesize it. The reactants are: Cl.[Br:2][C:3]1[CH:13]=C[C:6](CNC(C)C)=[CH:5][C:4]=1[F:14].[NH:15]1[CH:19]=[C:18]([C:20]([OH:22])=O)[N:17]=[CH:16]1.[CH:23]1C=CC2N(O)N=NC=2C=1.CCN=C=NCCCN(C)C.Cl.C([N:47]([CH2:50][CH3:51])[CH2:48][CH3:49])C.